Dataset: Reaction yield outcomes from USPTO patents with 853,638 reactions. Task: Predict the reaction yield, written as a fraction of the theoretical maximum amount of product (1.0 means a 100% yield; for example, 0.34 means a 34% yield). (1) The reactants are [CH:1]([OH:3])=[O:2].C(O[C:8](=[O:10])C)(=O)C.C([O-])=O.[Na+].[CH3:15][NH:16][CH2:17][C:18]1[CH:19]=[CH:20][C:21]([N+:27]([O-:29])=[O:28])=[C:22]([CH:26]=1)C(O)=O. The catalyst is O. The product is [CH:8]([N:16]([CH2:17][C:18]1[CH:26]=[CH:22][C:21]([N+:27]([O-:29])=[O:28])=[C:20]([CH:19]=1)[C:1]([OH:3])=[O:2])[CH3:15])=[O:10]. The yield is 0.870. (2) The reactants are [Br:1][C:2]1[C:3]([OH:17])=[C:4]([C:13]([O:15][CH3:16])=[O:14])[S:5][C:6]=1[C:7]1[N:11]([CH3:12])[N:10]=[CH:9][CH:8]=1.CO.[CH:20]1C=CC(P(C2C=CC=CC=2)C2C=CC=CC=2)=CC=1.CCOC(/N=N/C(OCC)=O)=O. The catalyst is C1COCC1. The product is [Br:1][C:2]1[C:3]([O:17][CH3:20])=[C:4]([C:13]([O:15][CH3:16])=[O:14])[S:5][C:6]=1[C:7]1[N:11]([CH3:12])[N:10]=[CH:9][CH:8]=1. The yield is 0.740. (3) The reactants are [F:1][C:2]([F:24])([F:23])[CH:3]([C:14]1[CH:19]=[C:18]([Cl:20])[C:17]([Cl:21])=[C:16]([Cl:22])[CH:15]=1)/[CH:4]=[CH:5]/[C:6]1[CH:11]=[CH:10][C:9]([O:12][NH2:13])=[CH:8][CH:7]=1.CCN=C=NCCCN(C)C.Cl.C1C=CC2N(O)N=NC=2C=1.CCN(C(C)C)C(C)C.[CH:56]1([C:59](O)=[O:60])[CH2:58][CH2:57]1. The catalyst is C(Cl)Cl.O. The product is [F:24][C:2]([F:1])([F:23])[CH:3]([C:14]1[CH:15]=[C:16]([Cl:22])[C:17]([Cl:21])=[C:18]([Cl:20])[CH:19]=1)/[CH:4]=[CH:5]/[C:6]1[CH:11]=[CH:10][C:9]([O:12][NH:13][C:59]([CH:56]2[CH2:58][CH2:57]2)=[O:60])=[CH:8][CH:7]=1. The yield is 0.340. (4) The reactants are [C:1]1([C:7]2[NH:11][CH:10]=[C:9]([C:12](OCC)=[O:13])[CH:8]=2)[CH:6]=[CH:5][CH:4]=[CH:3][CH:2]=1.[H-].C([Al+]CC(C)C)C(C)C.O. The catalyst is O1CCCC1.C1(C)C=CC=CC=1. The product is [C:1]1([C:7]2[NH:11][CH:10]=[C:9]([CH2:12][OH:13])[CH:8]=2)[CH:6]=[CH:5][CH:4]=[CH:3][CH:2]=1. The yield is 0.870. (5) The reactants are [OH-].[Na+].C([O:5][C:6](=[O:23])[CH:7]([C:13]1[CH:14]=[C:15]2[C:20](=[CH:21][CH:22]=1)[N:19]=[CH:18][N:17]=[CH:16]2)C(OCC)=O)C. The catalyst is CO. The product is [N:19]1[C:20]2[C:15](=[CH:14][C:13]([CH2:7][C:6]([OH:23])=[O:5])=[CH:22][CH:21]=2)[CH:16]=[N:17][CH:18]=1. The yield is 0.850. (6) The reactants are COC1C=CC(C#C[CH2:11][C@H:12]([C:32]2[CH:37]=[CH:36][CH:35]=CC=2)[O:13][CH2:14][C:15]#[C:16][CH2:17][N:18]([CH2:23][C:24]2[CH:29]=[CH:28][C:27]([O:30][CH3:31])=[CH:26][CH:25]=2)[CH2:19][CH2:20][C:21]#[N:22])=C(C)C=1. The catalyst is [C-]#[O+].[C-]#[O+].[CH-]1C=CC=C1.[Co]. The product is [CH3:31][O:30][C:27]1[CH:26]=[CH:25][C:24]([CH2:23][N:18]2[CH2:19][CH2:20][C:21]3[N:22]=[C:36]([CH2:35][O:30][C:27]4[CH:28]=[CH:29][CH:24]=[CH:25][CH:26]=4)[C:37]4[CH2:32][C@H:12]([CH3:11])[O:13][CH2:14][C:15]=4[C:16]=3[CH2:17]2)=[CH:29][CH:28]=1. The yield is 0.910. (7) The reactants are [F:1][C:2]1[CH:7]=[CH:6][CH:5]=[CH:4][C:3]=1[CH:8]1[S:13][CH2:12][CH2:11][CH2:10][S:9]1.[Li]CCCC.Cl.Cl.Cl[CH2:22][C:23]1[N:28]=[C:27]2[S:29][C:30]([NH:32][CH:33]([CH3:35])[CH3:34])=[N:31][C:26]2=[CH:25][CH:24]=1.C([O-])(O)=O.[Na+]. The catalyst is C1COCC1.CCOC(C)=O. The product is [F:1][C:2]1[CH:7]=[CH:6][CH:5]=[CH:4][C:3]=1[C:8]1([CH2:22][C:23]2[N:28]=[C:27]3[S:29][C:30]([NH:32][CH:33]([CH3:35])[CH3:34])=[N:31][C:26]3=[CH:25][CH:24]=2)[S:9][CH2:10][CH2:11][CH2:12][S:13]1. The yield is 0.790. (8) The reactants are Cl[C:2]1[N:7]=[C:6]([NH:8][C:9]([C:11]2([C:14]3[CH:24]=[CH:23][C:17]4[O:18][C:19]([F:22])([F:21])[O:20][C:16]=4[CH:15]=3)[CH2:13][CH2:12]2)=[O:10])[CH:5]=[C:4]([CH3:25])[CH:3]=1.[CH3:26][O:27][C:28]1[CH:33]=[C:32](B2OC(C)(C)C(C)(C)O2)[CH:31]=[CH:30][N:29]=1.C(=O)([O-])[O-].[Na+].[Na+]. The catalyst is COCCOC.ClCCl.C1C=CC([P]([Pd]([P](C2C=CC=CC=2)(C2C=CC=CC=2)C2C=CC=CC=2)([P](C2C=CC=CC=2)(C2C=CC=CC=2)C2C=CC=CC=2)[P](C2C=CC=CC=2)(C2C=CC=CC=2)C2C=CC=CC=2)(C2C=CC=CC=2)C2C=CC=CC=2)=CC=1. The product is [F:21][C:19]1([F:22])[O:18][C:17]2[CH:23]=[CH:24][C:14]([C:11]3([C:9]([NH:8][C:6]4[N:7]=[C:2]([C:32]5[CH:31]=[CH:30][N:29]=[C:28]([O:27][CH3:26])[CH:33]=5)[CH:3]=[C:4]([CH3:25])[CH:5]=4)=[O:10])[CH2:13][CH2:12]3)=[CH:15][C:16]=2[O:20]1. The yield is 0.350. (9) The product is [C:1]([O:5][C:6](=[O:7])[C:8]1[CH:13]=[CH:12][CH:11]=[C:10]([C:14]2[C:19]([CH3:20])=[CH:18][CH:17]=[C:16]([NH2:22])[N:15]=2)[CH:9]=1)([CH3:4])([CH3:3])[CH3:2]. The yield is 0.530. The reactants are [C:1]([O:5][C:6]([C:8]1[CH:9]=[C:10]([C:14]2[C:19]([CH3:20])=[CH:18][CH:17]=[CH:16][N+:15]=2[O-])[CH:11]=[CH:12][CH:13]=1)=[O:7])([CH3:4])([CH3:3])[CH3:2].[N:22]1C=CC=CC=1.CS(OS(C)(=O)=O)(=O)=O.C(CN)O. The catalyst is CC#N.O. (10) The reactants are [CH3:1][Si:2]([CH3:17])([CH3:16])[CH2:3][CH2:4][O:5][CH2:6][N:7]1[C:11]2[CH:12]=[CH:13][CH:14]=[CH:15][C:10]=2[N:9]=[CH:8]1.C([Li])CCC.[I:23]I. The catalyst is C1COCC1. The product is [I:23][C:8]1[N:7]([CH2:6][O:5][CH2:4][CH2:3][Si:2]([CH3:17])([CH3:16])[CH3:1])[C:11]2[CH:12]=[CH:13][CH:14]=[CH:15][C:10]=2[N:9]=1. The yield is 0.630.